This data is from Full USPTO retrosynthesis dataset with 1.9M reactions from patents (1976-2016). The task is: Predict the reactants needed to synthesize the given product. (1) The reactants are: [CH3:1][O:2][C:3]([C:5]1[C:10]([Br:11])=[C:9]([NH:12]CC2C=CC(OC)=CC=2OC)[CH:8]=[C:7]([Cl:24])[N:6]=1)=[O:4]. Given the product [CH3:1][O:2][C:3]([C:5]1[C:10]([Br:11])=[C:9]([NH2:12])[CH:8]=[C:7]([Cl:24])[N:6]=1)=[O:4], predict the reactants needed to synthesize it. (2) Given the product [CH2:1]([C:3]1[CH:11]=[N:10][CH:9]=[CH:8][C:4]=1[C:5]([Cl:14])=[O:6])[CH3:2], predict the reactants needed to synthesize it. The reactants are: [CH2:1]([C:3]1[CH:11]=[N:10][CH:9]=[CH:8][C:4]=1[C:5](O)=[O:6])[CH3:2].S(Cl)([Cl:14])=O. (3) Given the product [C:1]([N:6]1[CH:10]2[CH2:11][CH2:12][CH:7]1[CH:8]([C:13]([OH:15])=[O:14])[CH2:9]2)([O:3][CH2:4][CH3:5])=[O:2], predict the reactants needed to synthesize it. The reactants are: [C:1]([N:6]1[CH:10]2[CH2:11][CH2:12][CH:7]1[CH:8]([C:13]([O:15]CC)=[O:14])[CH2:9]2)([O:3][CH2:4][CH3:5])=[O:2].C1COCC1.[Li+].[OH-]. (4) Given the product [OH:1][CH2:2][CH2:3][C:4]1[CH:9]=[CH:8][CH:7]=[CH:6][C:5]=1[CH2:10][CH2:11][O:12][S:21]([CH3:20])(=[O:23])=[O:22], predict the reactants needed to synthesize it. The reactants are: [OH:1][CH2:2][CH2:3][C:4]1[CH:9]=[CH:8][CH:7]=[CH:6][C:5]=1[CH2:10][CH2:11][OH:12].C(N(CC)CC)C.[CH3:20][S:21](Cl)(=[O:23])=[O:22]. (5) Given the product [C:11]([N:3]1[CH:4]=[CH:5][N:6]([C:7]([CH3:10])([CH3:9])[CH3:8])[SiH:2]1[N:17]=[C:16]=[S:15])([CH3:14])([CH3:13])[CH3:12], predict the reactants needed to synthesize it. The reactants are: Cl[SiH:2]1[N:6]([C:7]([CH3:10])([CH3:9])[CH3:8])[CH:5]=[CH:4][N:3]1[C:11]([CH3:14])([CH3:13])[CH3:12].[S-:15][C:16]#[N:17].[Na+].